This data is from Forward reaction prediction with 1.9M reactions from USPTO patents (1976-2016). The task is: Predict the product of the given reaction. (1) Given the reactants Cl[C:2]1[CH:3]=[C:4]2[C:9](=[CH:10][CH:11]=1)[N:8]=[CH:7][C:6]([O:12][CH2:13][CH3:14])=[CH:5]2.[OH-:15].[K+].Cl[CH2:18][C:19]1[C:24](=[O:25])[CH:23]=[CH:22][N:21]([C:26]2[CH:27]=[N:28][N:29]([CH3:31])[CH:30]=2)[N:20]=1, predict the reaction product. The product is: [CH2:13]([O:12][C:6]1[CH:7]=[N:8][C:9]2[C:4]([CH:5]=1)=[CH:3][C:2]([O:15][CH2:18][C:19]1[C:24](=[O:25])[CH:23]=[CH:22][N:21]([C:26]3[CH:27]=[N:28][N:29]([CH3:31])[CH:30]=3)[N:20]=1)=[CH:11][CH:10]=2)[CH3:14]. (2) Given the reactants [C:1]([O:5][C:6]([N:8]1[CH2:13][CH2:12][CH:11]([CH2:14][CH2:15][CH2:16][C:17]([OH:19])=O)[CH2:10][CH2:9]1)=[O:7])([CH3:4])([CH3:3])[CH3:2].CCN=C=NCCCN(C)C.CCN(C(C)C)C(C)C.[F:40][C:41]1[CH:42]=[C:43]([CH:45]=[CH:46][C:47]=1[S:48][CH3:49])[NH2:44], predict the reaction product. The product is: [C:1]([O:5][C:6]([N:8]1[CH2:9][CH2:10][CH:11]([CH2:14][CH2:15][CH2:16][C:17](=[O:19])[NH:44][C:43]2[CH:45]=[CH:46][C:47]([S:48][CH3:49])=[C:41]([F:40])[CH:42]=2)[CH2:12][CH2:13]1)=[O:7])([CH3:2])([CH3:3])[CH3:4]. (3) Given the reactants [C:1]([NH:4][CH2:5][C@H:6]1[C@H:12]([C:13]2[CH:18]=[CH:17][C:16]([Cl:19])=[C:15]([Cl:20])[CH:14]=2)[O:11][CH2:10][CH2:9][N:8](C(OC(C)(C)C)=O)[CH2:7]1)(=[O:3])[CH3:2].C(OCC)(=O)C.Cl, predict the reaction product. The product is: [Cl:20][C:15]1[CH:14]=[C:13]([C@@H:12]2[O:11][CH2:10][CH2:9][NH:8][CH2:7][C@H:6]2[CH2:5][NH:4][C:1](=[O:3])[CH3:2])[CH:18]=[CH:17][C:16]=1[Cl:19]. (4) Given the reactants [Cl:1][C:2]1[N:7]=[CH:6][C:5]2[N:8]=[CH:9][CH:10]=[CH:11][C:4]=2[N:3]=1.[CH3:12][N:13]([CH3:18])[CH2:14][CH2:15][CH2:16][NH2:17].O1[CH2:24][CH2:23][O:22][CH2:21][CH2:20]1, predict the reaction product. The product is: [ClH:1].[ClH:1].[O:22]1[C:23]2[CH:24]=[CH:11][CH:4]=[CH:5][C:6]=2[CH:20]=[C:21]1[C:2]1[N:7]=[C:6]([NH:17][CH2:16][CH2:15][CH2:14][N:13]([CH3:18])[CH3:12])[C:5]2[N:8]=[CH:9][CH:10]=[CH:11][C:4]=2[N:3]=1. (5) Given the reactants Br[C:2]1[CH:3]=[C:4]2[C:8](=[CH:9][CH:10]=1)[N:7]([S:11]([C:14]1[CH:19]=[CH:18][C:17]([CH3:20])=[CH:16][CH:15]=1)(=[O:13])=[O:12])[C:6]([CH3:21])=[CH:5]2.[B:22]1([B:22]2[O:26][C:25]([CH3:28])([CH3:27])[C:24]([CH3:30])([CH3:29])[O:23]2)[O:26][C:25]([CH3:28])([CH3:27])[C:24]([CH3:30])([CH3:29])[O:23]1.C([O-])(=O)C.[K+], predict the reaction product. The product is: [CH3:21][C:6]1[N:7]([S:11]([C:14]2[CH:19]=[CH:18][C:17]([CH3:20])=[CH:16][CH:15]=2)(=[O:13])=[O:12])[C:8]2[C:4]([CH:5]=1)=[CH:3][C:2]([B:22]1[O:26][C:25]([CH3:28])([CH3:27])[C:24]([CH3:30])([CH3:29])[O:23]1)=[CH:10][CH:9]=2. (6) Given the reactants [CH3:1][N:2]1[CH2:7][CH:6]=[C:5]([C:8]2[C:16]3[C:11](=[CH:12][CH:13]=[C:14]([N+:17]([O-])=O)[CH:15]=3)[NH:10][CH:9]=2)[CH2:4][CH2:3]1, predict the reaction product. The product is: [CH3:1][N:2]1[CH2:7][CH2:6][CH:5]([C:8]2[C:16]3[C:11](=[CH:12][CH:13]=[C:14]([NH2:17])[CH:15]=3)[NH:10][CH:9]=2)[CH2:4][CH2:3]1. (7) Given the reactants [NH2:1][C:2]1[CH:3]=[C:4]([C:10]2[CH:11]=[C:12]([NH:25][C:26]([C:28]3[N:29]=[C:30]([CH2:33][N:34]4[CH2:39][C@H:38]([CH3:40])[O:37][C@H:36]([CH3:41])[CH2:35]4)[S:31][CH:32]=3)=[O:27])[C:13]3[C:17]([CH:18]=2)=[N:16][N:15]([CH:19]2[CH2:24][CH2:23][CH2:22][CH2:21][O:20]2)[CH:14]=3)[CH:5]=[N:6][C:7]=1[O:8][CH3:9].CN1CCOCC1.Cl[CH2:50][CH2:51][S:52](Cl)(=[O:54])=[O:53], predict the reaction product. The product is: [CH3:41][C@H:36]1[O:37][C@@H:38]([CH3:40])[CH2:39][N:34]([CH2:33][C:30]2[S:31][CH:32]=[C:28]([C:26]([NH:25][C:12]3[C:13]4[C:17]([CH:18]=[C:10]([C:4]5[CH:5]=[N:6][C:7]([O:8][CH3:9])=[C:2]([NH:1][S:52]([CH:51]=[CH2:50])(=[O:54])=[O:53])[CH:3]=5)[CH:11]=3)=[N:16][N:15]([CH:19]3[CH2:24][CH2:23][CH2:22][CH2:21][O:20]3)[CH:14]=4)=[O:27])[N:29]=2)[CH2:35]1.